From a dataset of Full USPTO retrosynthesis dataset with 1.9M reactions from patents (1976-2016). Predict the reactants needed to synthesize the given product. (1) Given the product [Cl:55][C:56]1[CH:62]=[CH:61][C:59]([NH:60][C:19](=[O:21])[CH2:18][CH2:17][C:14]2[CH:13]=[CH:12][C:11]([O:10][C:8]3[CH:7]=[CH:6][N:5]=[C:4]([C:2]([NH2:1])=[O:3])[CH:9]=3)=[CH:16][CH:15]=2)=[CH:58][C:57]=1[C:63]([F:64])([F:65])[F:66], predict the reactants needed to synthesize it. The reactants are: [NH2:1][C:2]([C:4]1[CH:9]=[C:8]([O:10][C:11]2[CH:16]=[CH:15][C:14]([CH2:17][CH2:18][C:19]([OH:21])=O)=[CH:13][CH:12]=2)[CH:7]=[CH:6][N:5]=1)=[O:3].CN(C(ON1N=NC2C=CC=NC1=2)=[N+](C)C)C.F[P-](F)(F)(F)(F)F.CCN(C(C)C)C(C)C.[Cl:55][C:56]1[CH:62]=[CH:61][C:59]([NH2:60])=[CH:58][C:57]=1[C:63]([F:66])([F:65])[F:64]. (2) Given the product [CH3:1][O:2][CH2:3][O:4][C:5]1[C:13]([CH:14]([O:15][CH3:16])[O:17][CH3:18])=[CH:12][C:11]([I:38])=[C:10]2[C:6]=1[CH:7]([OH:29])[N:8]([C:20]([CH3:21])([C:22]1[CH:23]=[CH:24][CH:25]=[CH:26][CH:27]=1)[CH3:28])[C:9]2=[O:19], predict the reactants needed to synthesize it. The reactants are: [CH3:1][O:2][CH2:3][O:4][C:5]1[C:13]([CH:14]([O:17][CH3:18])[O:15][CH3:16])=[CH:12][CH:11]=[C:10]2[C:6]=1[CH:7]([OH:29])[N:8]([C:20]([CH3:28])([C:22]1[CH:27]=[CH:26][CH:25]=[CH:24][CH:23]=1)[CH3:21])[C:9]2=[O:19].CN(CCN(C)C)C.[I:38]I. (3) The reactants are: Br[C:2]1[CH:3]=[C:4]([C:8]2([C:18]3[CH:23]=[CH:22][N:21]=[C:20]([CH2:24][CH3:25])[CH:19]=3)[C:16]3[C:11](=[CH:12][CH:13]=[CH:14][CH:15]=3)[C:10]([NH2:17])=[N:9]2)[CH:5]=[CH:6][CH:7]=1.[N:26]1[CH:31]=[C:30](B(O)O)[CH:29]=[N:28][CH:27]=1. Given the product [CH2:24]([C:20]1[CH:19]=[C:18]([C:8]2([C:4]3[CH:5]=[CH:6][CH:7]=[C:2]([C:30]4[CH:31]=[N:26][CH:27]=[N:28][CH:29]=4)[CH:3]=3)[C:16]3[C:11](=[CH:12][CH:13]=[CH:14][CH:15]=3)[C:10]([NH2:17])=[N:9]2)[CH:23]=[CH:22][N:21]=1)[CH3:25], predict the reactants needed to synthesize it. (4) Given the product [OH:16][C:14]1[C:7]2[C:8](=[CH:9][CH:10]=[C:5]([NH:4][C:1](=[O:3])[CH3:2])[CH:6]=2)[N:11]=[C:12]([CH2:18][CH2:19][CH2:20][CH2:21][CH3:22])[CH:13]=1, predict the reactants needed to synthesize it. The reactants are: [C:1]([NH:4][C:5]1[CH:10]=[CH:9][C:8]([NH:11]/[C:12](/[CH2:18][CH2:19][CH2:20][CH2:21][CH3:22])=[CH:13]/[C:14]([O:16]C)=O)=[CH:7][CH:6]=1)(=[O:3])[CH3:2].C1(OC2C=CC=CC=2)C=CC=CC=1. (5) Given the product [Br:8][C:9]1[CH:10]=[CH:11][C:12]2[N:13]([C:15]([CH:18]([C:20]3[CH:21]=[CH:22][C:23]4[N:24]([CH:26]=[C:27]([NH:29][C:42]([CH:39]5[CH2:41][CH2:40]5)=[O:43])[N:28]=4)[N:25]=3)[CH3:19])=[N:16][N:17]=2)[CH:14]=1, predict the reactants needed to synthesize it. The reactants are: OC(C(F)(F)F)=O.[Br:8][C:9]1[CH:10]=[CH:11][C:12]2[N:13]([C:15]([CH:18]([C:20]3[CH:21]=[CH:22][C:23]4[N:24]([CH:26]=[C:27]([NH2:29])[N:28]=4)[N:25]=3)[CH3:19])=[N:16][N:17]=2)[CH:14]=1.CCN(C(C)C)C(C)C.[CH:39]1([C:42](Cl)=[O:43])[CH2:41][CH2:40]1. (6) Given the product [CH3:1][O:2][C:3]1[CH:15]=[C:14]([O:16][CH3:17])[CH:13]=[CH:12][C:4]=1[CH2:5][N:6]([C:7]1[S:8][CH:9]=[CH:10][N:11]=1)[S:35]([C:32]1[CH:31]=[CH:30][C:29]([I:28])=[CH:34][N:33]=1)(=[O:37])=[O:36], predict the reactants needed to synthesize it. The reactants are: [CH3:1][O:2][C:3]1[CH:15]=[C:14]([O:16][CH3:17])[CH:13]=[CH:12][C:4]=1[CH2:5][NH:6][C:7]1[S:8][CH:9]=[CH:10][N:11]=1.C[Si](C)(C)[N-][Si](C)(C)C.[Li+].[I:28][C:29]1[CH:30]=[CH:31][C:32]([S:35](Cl)(=[O:37])=[O:36])=[N:33][CH:34]=1. (7) Given the product [F:21][C:22]1[CH:30]=[C:29]2[C:25]([CH2:26][C:27]([CH3:32])=[C:28]2[CH2:20][C:18]([O:17][CH2:16][CH3:15])=[O:19])=[CH:24][CH:23]=1, predict the reactants needed to synthesize it. The reactants are: C[Si](N[Si](C)(C)C)(C)C.[Li]CCCC.[CH3:15][CH2:16][O:17][C:18]([CH3:20])=[O:19].[F:21][C:22]1[CH:30]=[C:29]2[C:25]([CH2:26][CH:27]([CH3:32])[C:28]2=O)=[CH:24][CH:23]=1. (8) The reactants are: [C:1]1(P(N=[N+]=[N-])(C2C=CC=CC=2)=O)C=CC=CC=1.[N:18]12CCC[N:25]=[C:24]1[CH2:23][CH2:22][CH2:21][CH2:20][CH2:19]2.CC1N=C(CO)C=CC=1. Given the product [CH3:1][C:24]1[N:25]=[C:20]([CH2:19][NH2:18])[CH:21]=[CH:22][CH:23]=1, predict the reactants needed to synthesize it. (9) Given the product [OH:12][C:10]1[C:9]([O:30][CH3:31])=[CH:8][C:7]2[C:32]([C:33]3[CH:34]=[C:35]([CH:36]=[CH:37][CH:38]=3)[C:39]#[N:40])=[N:46][CH2:2][C:3](=[O:4])[NH:5][C:6]=2[CH:11]=1, predict the reactants needed to synthesize it. The reactants are: Br[CH2:2][C:3]([NH:5][C:6]1[CH:11]=[C:10]([O:12][Si](C(C)(C)C)(C2C=CC=CC=2)C2C=CC=CC=2)[C:9]([O:30][CH3:31])=[CH:8][C:7]=1[C:32](=O)[C:33]1[CH:38]=[CH:37][CH:36]=[C:35]([C:39]#[N:40])[CH:34]=1)=[O:4].BrCC([NH:46]C1C=C(OC)C(O[Si](C(C)(C)C)(C2C=CC=CC=2)C2C=CC=CC=2)=CC=1C(=O)C1C=CC=C(C#N)C=1)=O.